From a dataset of NCI-60 drug combinations with 297,098 pairs across 59 cell lines. Regression. Given two drug SMILES strings and cell line genomic features, predict the synergy score measuring deviation from expected non-interaction effect. (1) Drug 1: CS(=O)(=O)OCCCCOS(=O)(=O)C. Drug 2: CCN(CC)CCCC(C)NC1=C2C=C(C=CC2=NC3=C1C=CC(=C3)Cl)OC. Cell line: NCIH23. Synergy scores: CSS=13.8, Synergy_ZIP=-7.07, Synergy_Bliss=-1.51, Synergy_Loewe=-14.2, Synergy_HSA=-2.01. (2) Drug 1: CC12CCC(CC1=CCC3C2CCC4(C3CC=C4C5=CN=CC=C5)C)O. Drug 2: CC(C)NC(=O)C1=CC=C(C=C1)CNNC.Cl. Cell line: HT29. Synergy scores: CSS=-1.95, Synergy_ZIP=-1.17, Synergy_Bliss=-6.02, Synergy_Loewe=-11.0, Synergy_HSA=-9.48. (3) Drug 1: CN(C(=O)NC(C=O)C(C(C(CO)O)O)O)N=O. Drug 2: C1C(C(OC1N2C=NC3=C2NC=NCC3O)CO)O. Cell line: SN12C. Synergy scores: CSS=75.8, Synergy_ZIP=3.82, Synergy_Bliss=2.31, Synergy_Loewe=2.39, Synergy_HSA=2.88. (4) Drug 2: CC1CCCC2(C(O2)CC(NC(=O)CC(C(C(=O)C(C1O)C)(C)C)O)C(=CC3=CSC(=N3)C)C)C. Cell line: NCI-H226. Drug 1: C1=CN(C(=O)N=C1N)C2C(C(C(O2)CO)O)O.Cl. Synergy scores: CSS=19.8, Synergy_ZIP=-6.27, Synergy_Bliss=-9.37, Synergy_Loewe=-23.0, Synergy_HSA=-8.62. (5) Drug 1: CC1C(C(=O)NC(C(=O)N2CCCC2C(=O)N(CC(=O)N(C(C(=O)O1)C(C)C)C)C)C(C)C)NC(=O)C3=C4C(=C(C=C3)C)OC5=C(C(=O)C(=C(C5=N4)C(=O)NC6C(OC(=O)C(N(C(=O)CN(C(=O)C7CCCN7C(=O)C(NC6=O)C(C)C)C)C)C(C)C)C)N)C. Drug 2: C(CC(=O)O)C(=O)CN.Cl. Cell line: NCI/ADR-RES. Synergy scores: CSS=1.30, Synergy_ZIP=2.33, Synergy_Bliss=3.83, Synergy_Loewe=-0.944, Synergy_HSA=-0.734.